Task: Predict the reactants needed to synthesize the given product.. Dataset: Full USPTO retrosynthesis dataset with 1.9M reactions from patents (1976-2016) Given the product [CH:29]1([NH:36][C:2]2[N:4]=[C:5]([NH:41][CH2:40][CH2:39][N:38]([CH3:42])[CH3:37])[N:7]=[C:8]([NH:22][C:26]3[CH:27]=[CH:48][C:47]([O:46][CH3:43])=[C:11]([F:10])[CH:28]=3)[N:1]=2)[CH2:35][CH2:34][CH2:33][CH2:32][CH2:31][CH2:30]1, predict the reactants needed to synthesize it. The reactants are: [N:1]1[C:8](Cl)=[N:7][C:5](Cl)=[N:4][C:2]=1Cl.[F:10][C:11]1C=C(C=CC=1N)OC.CC[N:22]([CH:26]([CH3:28])[CH3:27])C(C)C.[CH:29]1([NH2:36])[CH2:35][CH2:34][CH2:33][CH2:32][CH2:31][CH2:30]1.[CH3:37][N:38]([CH3:42])[CH2:39][CH2:40][NH2:41].[C:43]([O:46][CH2:47][CH3:48])(=O)C.